Dataset: Full USPTO retrosynthesis dataset with 1.9M reactions from patents (1976-2016). Task: Predict the reactants needed to synthesize the given product. (1) Given the product [C:1]([N:5]1[C:9]([C:10]2[S:11][CH:12]=[CH:13][CH:14]=2)=[CH:8][C:7]([CH2:15][CH2:16][CH2:17][N:24]2[CH2:23][CH2:22][N:21]([C:26]3[CH:27]=[C:28]([CH3:32])[CH:29]=[CH:30][CH:31]=3)[CH:20]([CH3:19])[CH2:25]2)=[N:6]1)([CH3:4])([CH3:3])[CH3:2], predict the reactants needed to synthesize it. The reactants are: [C:1]([N:5]1[C:9]([C:10]2[S:11][CH:12]=[CH:13][CH:14]=2)=[CH:8][C:7]([CH2:15][CH2:16][CH:17]=O)=[N:6]1)([CH3:4])([CH3:3])[CH3:2].[CH3:19][CH:20]1[CH2:25][NH:24][CH2:23][CH2:22][N:21]1[C:26]1[CH:27]=[C:28]([CH3:32])[CH:29]=[CH:30][CH:31]=1.CCN(C(C)C)C(C)C.[BH-](OC(C)=O)(OC(C)=O)OC(C)=O.[Na+]. (2) Given the product [Cl:1][C:2]1[CH:6]=[CH:5][S:4][C:3]=1[C:7]([CH3:13])([CH3:12])[C:8]([NH:23][NH2:24])=[O:14], predict the reactants needed to synthesize it. The reactants are: [Cl:1][C:2]1[CH:6]=[CH:5][S:4][C:3]=1[C:7]([CH3:13])([CH3:12])[CH2:8]C(O)=O.[OH2:14].NN.C1C=C2[N:23]=[N:24]N(O)C2=CC=1.O.